This data is from Peptide-MHC class II binding affinity with 134,281 pairs from IEDB. The task is: Regression. Given a peptide amino acid sequence and an MHC pseudo amino acid sequence, predict their binding affinity value. This is MHC class II binding data. (1) The MHC is DRB3_0101 with pseudo-sequence DRB3_0101. The binding affinity (normalized) is 0.748. The peptide sequence is GELQEVDKIDAAFKI. (2) The peptide sequence is LHFSEALRIIAGTPE. The MHC is HLA-DPA10103-DPB10402 with pseudo-sequence HLA-DPA10103-DPB10402. The binding affinity (normalized) is 0.249. (3) The peptide sequence is KLKVSGELKNNPFRP. The MHC is DRB1_0101 with pseudo-sequence DRB1_0101. The binding affinity (normalized) is 0.0952. (4) The peptide sequence is ELEKYQQANSERGVPN. The MHC is H-2-IAd with pseudo-sequence H-2-IAd. The binding affinity (normalized) is 0.00974. (5) The peptide sequence is FLLSYGEKDFEDYRF. The MHC is HLA-DQA10301-DQB10302 with pseudo-sequence HLA-DQA10301-DQB10302. The binding affinity (normalized) is 0.177.